Dataset: CYP1A2 inhibition data for predicting drug metabolism from PubChem BioAssay. Task: Regression/Classification. Given a drug SMILES string, predict its absorption, distribution, metabolism, or excretion properties. Task type varies by dataset: regression for continuous measurements (e.g., permeability, clearance, half-life) or binary classification for categorical outcomes (e.g., BBB penetration, CYP inhibition). Dataset: cyp1a2_veith. (1) The compound is NC(=O)c1cc(N2CC2)c([N+](=O)[O-])cc1[N+](=O)[O-]. The result is 0 (non-inhibitor). (2) The result is 1 (inhibitor). The compound is CCNc1ncc2nc(C)c(=O)n(Cc3cccs3)c2n1. (3) The molecule is CCNc1ncc2nc(C)c(=O)n(CCOC)c2n1. The result is 1 (inhibitor). (4) The drug is CC1(C)CC(NCc2ccc3c(c2)OCO3)CCO1. The result is 0 (non-inhibitor). (5) The drug is O=C(O)c1nnsc1-c1csnn1. The result is 0 (non-inhibitor). (6) The compound is CC(=O)c1c(C)nc(-c2ccccc2)n1O. The result is 1 (inhibitor). (7) The molecule is CC(=O)c1cnc2c(C(=O)O)cnn2c1C. The result is 0 (non-inhibitor).